Dataset: Reaction yield outcomes from USPTO patents with 853,638 reactions. Task: Predict the reaction yield, written as a fraction of the theoretical maximum amount of product (1.0 means a 100% yield; for example, 0.34 means a 34% yield). (1) The reactants are [ClH:1].C([N:9]1[CH2:22][C:21]2[CH:20]=[CH:19][CH:18]=[CH:17][C:16]=2[C@@H:15]2[C@@H:10]1[CH2:11][CH2:12][C:13]1[CH:26]=[C:25]([O:27][CH3:28])[C:24]([O:29][CH3:30])=[CH:23][C:14]=12)C1C=CC=CC=1. The catalyst is C(O)C.[Pd]. The product is [ClH:1].[CH3:28][O:27][C:25]1[C:24]([O:29][CH3:30])=[CH:23][C:14]2[C@H:15]3[C@H:10]([CH2:11][CH2:12][C:13]=2[CH:26]=1)[NH:9][CH2:22][C:21]1[CH:20]=[CH:19][CH:18]=[CH:17][C:16]3=1. The yield is 0.750. (2) The reactants are [CH3:1][C:2]1[CH:9]=[N:8][CH:7]=[CH:6][C:3]=1[C:4]#[N:5].[C:10]1([Mg]Br)[CH:15]=[CH:14][CH:13]=[CH:12][CH:11]=1.[BH4-].[Na+]. The catalyst is C1COCC1. The product is [CH3:1][C:2]1[CH:9]=[N:8][CH:7]=[CH:6][C:3]=1[CH:4]([C:10]1[CH:15]=[CH:14][CH:13]=[CH:12][CH:11]=1)[NH2:5]. The yield is 0.370.